From a dataset of Forward reaction prediction with 1.9M reactions from USPTO patents (1976-2016). Predict the product of the given reaction. (1) Given the reactants C([O:8][C:9]1[CH:10]=[CH:11][CH:12]=[C:13]2[C:17]=1[NH:16][CH:15]=[CH:14]2)C1C=CC=CC=1, predict the reaction product. The product is: [OH:8][C:9]1[CH:10]=[CH:11][CH:12]=[C:13]2[C:17]=1[NH:16][CH:15]=[CH:14]2. (2) Given the reactants [Br:1][C:2]1[N:10](S(C2C=CC=CC=2)(=O)=O)[C:9]2[C:4](=[N:5][C:6]([Cl:20])=[CH:7][CH:8]=2)[CH:3]=1.[OH-].[Na+], predict the reaction product. The product is: [Br:1][C:2]1[NH:10][C:9]2[C:4](=[N:5][C:6]([Cl:20])=[CH:7][CH:8]=2)[CH:3]=1. (3) Given the reactants [CH2:1]([N:5]([C:15]1[S:16][C:17]([C:20]2[CH:25]=[C:24]([CH3:26])[C:23]([O:27]C)=[C:22]([CH3:29])[CH:21]=2)=[N:18][N:19]=1)[C:6](=[O:14])[C:7]1[CH:12]=[CH:11][CH:10]=[CH:9][C:8]=1[Cl:13])[CH2:2][CH2:3][CH3:4].B(Br)(Br)Br.ClCCl, predict the reaction product. The product is: [CH2:1]([N:5]([C:15]1[S:16][C:17]([C:20]2[CH:25]=[C:24]([CH3:26])[C:23]([OH:27])=[C:22]([CH3:29])[CH:21]=2)=[N:18][N:19]=1)[C:6](=[O:14])[C:7]1[CH:12]=[CH:11][CH:10]=[CH:9][C:8]=1[Cl:13])[CH2:2][CH2:3][CH3:4]. (4) Given the reactants Cl.Cl.[NH:3]1[C:11]2[C:6](=[CH:7][CH:8]=[CH:9][CH:10]=2)[C:5]([CH:12]2[CH2:17][CH2:16][CH:15]([NH:18][CH:19]([CH:23]3[CH2:28][CH2:27][NH:26][CH2:25][CH2:24]3)[C:20]([NH2:22])=[O:21])[CH2:14][CH2:13]2)=[CH:4]1.[F:29][C:30]([F:43])([F:42])[C:31]1[CH:32]=[C:33]([CH:39]=[CH:40][CH:41]=1)/[CH:34]=[CH:35]/[C:36](O)=[O:37], predict the reaction product. The product is: [NH:3]1[C:11]2[C:6](=[CH:7][CH:8]=[CH:9][CH:10]=2)[C:5]([CH:12]2[CH2:17][CH2:16][CH:15]([NH:18][CH:19]([CH:23]3[CH2:24][CH2:25][N:26]([C:36](=[O:37])/[CH:35]=[CH:34]/[C:33]4[CH:39]=[CH:40][CH:41]=[C:31]([C:30]([F:42])([F:43])[F:29])[CH:32]=4)[CH2:27][CH2:28]3)[C:20]([NH2:22])=[O:21])[CH2:14][CH2:13]2)=[CH:4]1.